From a dataset of Full USPTO retrosynthesis dataset with 1.9M reactions from patents (1976-2016). Predict the reactants needed to synthesize the given product. (1) The reactants are: [CH3:1][O:2][C:3]1[CH:4]=[C:5]2[C:10](=[CH:11][C:12]=1[O:13][CH3:14])[N:9]=[CH:8][CH:7]=[C:6]2[O:15][C:16]1[CH:22]=[CH:21][C:19]([NH2:20])=[CH:18][CH:17]=1.C1(C)C=CC=CC=1.C(N(CC)CC)C.ClC(Cl)(O[C:41](=[O:47])[O:42][C:43](Cl)(Cl)Cl)Cl.[CH3:49][O:50][C:51]1[CH:61]=[CH:60][C:54]([O:55][CH2:56][CH2:57]CO)=[CH:53][CH:52]=1. Given the product [CH3:1][O:2][C:3]1[CH:4]=[C:5]2[C:10](=[CH:11][C:12]=1[O:13][CH3:14])[N:9]=[CH:8][CH:7]=[C:6]2[O:15][C:16]1[CH:22]=[CH:21][C:19]([NH:20][C:41](=[O:47])[O:42][CH2:43][CH2:57][CH2:56][O:55][C:54]2[CH:60]=[CH:61][C:51]([O:50][CH3:49])=[CH:52][CH:53]=2)=[CH:18][CH:17]=1, predict the reactants needed to synthesize it. (2) The reactants are: [CH2:1]([O:4][C:5]([N:7]1[C:11]2[CH:12]=[CH:13][C:14]([C:16]3[CH2:22][C@H:21]4[N:18]([C:19](=[O:30])[C@@H:20]4[C@H:23]([O:25][Si](C)(C)C)[CH3:24])[C:17]=3[C:31](OCC=C)=O)=[CH:15][C:10]=2[N:9]([C:37]([O:39][CH2:40][CH:41]=[CH2:42])=[O:38])[C:8]1=[O:43])=[O:6])[CH:2]=[CH2:3].Cl.C(=O)([O-])O.[Na+].[CH2:50]1COC[CH2:51]1. Given the product [CH2:31]([C:17]1[N:18]2[C@H:21]([CH2:22][C:16]=1[C:14]1[CH:13]=[CH:12][C:11]3[N:7]([C:5]([O:4][CH2:1][CH:2]=[CH2:3])=[O:6])[C:8](=[O:43])[N:9]([C:37]([O:39][CH2:40][CH:41]=[CH2:42])=[O:38])[C:10]=3[CH:15]=1)[C@@H:20]([C@H:23]([OH:25])[CH3:24])[C:19]2=[O:30])[CH:50]=[CH2:51], predict the reactants needed to synthesize it. (3) Given the product [C:1]([O:5][C:6](=[O:14])/[CH:7]=[CH:8]/[C:9]1[CH:13]=[CH:12][N:11]([S:26]([C:24]2[S:25][C:21]([C:16]3[CH:17]=[CH:18][CH:19]=[CH:20][N:15]=3)=[CH:22][CH:23]=2)(=[O:27])=[O:28])[CH:10]=1)([CH3:4])([CH3:2])[CH3:3], predict the reactants needed to synthesize it. The reactants are: [C:1]([O:5][C:6](=[O:14])/[CH:7]=[CH:8]/[C:9]1[CH:13]=[CH:12][NH:11][CH:10]=1)([CH3:4])([CH3:3])[CH3:2].[N:15]1[CH:20]=[CH:19][CH:18]=[CH:17][C:16]=1[C:21]1[S:25][C:24]([S:26](Cl)(=[O:28])=[O:27])=[CH:23][CH:22]=1. (4) Given the product [Cl:16][C:14]1[N:15]=[C:11]([NH:10][C:1](=[O:8])[C:2]2[CH:7]=[CH:6][CH:5]=[CH:4][CH:3]=2)[S:12][C:13]=1[CH:17]=[O:18], predict the reactants needed to synthesize it. The reactants are: [C:1](Cl)(=[O:8])[C:2]1[CH:7]=[CH:6][CH:5]=[CH:4][CH:3]=1.[NH2:10][C:11]1[S:12][C:13]([CH:17]=[O:18])=[C:14]([Cl:16])[N:15]=1.N1C=CC=CC=1. (5) Given the product [C:43]([O:42][C:40]([N:47]1[CH2:52][CH2:51][CH:50]([O:39][C:36]2[CH:37]=[CH:38][C:33]([F:32])=[CH:34][CH:35]=2)[CH2:49][CH2:48]1)=[O:41])([CH3:46])([CH3:44])[CH3:45], predict the reactants needed to synthesize it. The reactants are: C1(P(C2C=CC=CC=2)C2C=CC=CC=2)C=CC=CC=1.CCOC(/N=N/C(OCC)=O)=O.[F:32][C:33]1[CH:38]=[CH:37][C:36]([OH:39])=[CH:35][CH:34]=1.[C:40]([N:47]1[CH2:52][CH2:51][CH:50](O)[CH2:49][CH2:48]1)([O:42][C:43]([CH3:46])([CH3:45])[CH3:44])=[O:41]. (6) Given the product [C:1]([N:8]1[CH2:9][CH2:10][C:11]([CH:14]2[CH2:19][CH2:18][CH2:17][CH2:16][CH2:15]2)([CH2:20][NH2:21])[CH2:12][CH2:13]1)([O:3][C:4]([CH3:6])([CH3:7])[CH3:5])=[O:2], predict the reactants needed to synthesize it. The reactants are: [C:1]([N:8]1[CH2:13][CH2:12][C:11]([CH2:20][N:21]=[N+]=[N-])([CH:14]2[CH2:19][CH2:18][CH2:17][CH2:16][CH2:15]2)[CH2:10][CH2:9]1)([O:3][C:4]([CH3:7])([CH3:6])[CH3:5])=[O:2].C1COCC1.C1(P(C2C=CC=CC=2)C2C=CC=CC=2)C=CC=CC=1. (7) Given the product [C:1]([C:13]1[CH:14]=[C:10]([CH3:9])[N:11]([C:16]2[CH:21]=[CH:20][C:19]([O:22][CH2:23][CH3:24])=[CH:18][CH:17]=2)[C:12]=1[CH3:15])(=[O:3])[CH3:2], predict the reactants needed to synthesize it. The reactants are: [C:1](OC(=O)C)(=[O:3])[CH3:2].I.[CH3:9][C:10]1[N:11]([C:16]2[CH:21]=[CH:20][C:19]([O:22][CH2:23][CH3:24])=[CH:18][CH:17]=2)[C:12]([CH3:15])=[CH:13][CH:14]=1. (8) Given the product [CH2:17]([O:16][C:14]([C:11]1[C:10]([CH3:19])=[N:9][N:8]([C:5]2[CH:4]=[CH:3][C:2]([NH:1][C:34]([CH:31]3[CH2:30][CH2:29][N:28]([C:24]4[CH:25]=[CH:26][CH:27]=[C:22]([C:21]([F:38])([F:20])[F:37])[CH:23]=4)[CH2:33][CH2:32]3)=[O:35])=[CH:7][N:6]=2)[C:12]=1[CH3:13])=[O:15])[CH3:18], predict the reactants needed to synthesize it. The reactants are: [NH2:1][C:2]1[CH:3]=[CH:4][C:5]([N:8]2[C:12]([CH3:13])=[C:11]([C:14]([O:16][CH2:17][CH3:18])=[O:15])[C:10]([CH3:19])=[N:9]2)=[N:6][CH:7]=1.[F:20][C:21]([F:38])([F:37])[C:22]1[CH:23]=[C:24]([N:28]2[CH2:33][CH2:32][CH:31]([C:34](O)=[O:35])[CH2:30][CH2:29]2)[CH:25]=[CH:26][CH:27]=1. (9) Given the product [OH:1][CH2:2][C:3]1[N:7]=[CH:6][N:5]([C:8]2[N:9]=[CH:10][C:11]([O:24][CH3:25])=[C:12]3[C:16]([C:17](=[O:23])[C:18]([OH:20])=[O:19])=[CH:15][NH:14][C:13]=23)[N:4]=1, predict the reactants needed to synthesize it. The reactants are: [OH:1][CH2:2][C:3]1[N:7]=[CH:6][N:5]([C:8]2[N:9]=[CH:10][C:11]([O:24][CH3:25])=[C:12]3[C:16]([C:17](=[O:23])[C:18]([O:20]CC)=[O:19])=[CH:15][NH:14][C:13]=23)[N:4]=1.C([O-])([O-])=O.[K+].[K+].Cl. (10) Given the product [CH2:1]([C:3]1[CH:4]=[CH:5][C:6]([CH2:9][CH2:10][O:11][C:19]2[CH:24]=[CH:23][C:22]([N+:25]([O-:27])=[O:26])=[CH:21][CH:20]=2)=[N:7][CH:8]=1)[CH3:2], predict the reactants needed to synthesize it. The reactants are: [CH2:1]([C:3]1[CH:4]=[CH:5][C:6]([CH2:9][CH2:10][OH:11])=[N:7][CH:8]=1)[CH3:2].CC(C)=O.O.[K].F[C:19]1[CH:24]=[CH:23][C:22]([N+:25]([O-:27])=[O:26])=[CH:21][CH:20]=1.